Dataset: Forward reaction prediction with 1.9M reactions from USPTO patents (1976-2016). Task: Predict the product of the given reaction. (1) Given the reactants [CH3:1][C:2]1[N:3]=[C:4]([C:10]2[CH:11]=[CH:12][C:13]3[N:14]([C:16]([C:19](=[O:34])[NH:20][C:21]4[CH:26]=[C:25]([C:27]5[N:31]=[C:30]([CH3:32])[O:29][N:28]=5)[CH:24]=[CH:23][C:22]=4[CH3:33])=[CH:17][N:18]=3)[CH:15]=2)[S:5][C:6]=1[C:7]([OH:9])=O.[CH3:35][N:36](C(ON1N=NC2C=CC=NC1=2)=[N+](C)C)C.F[P-](F)(F)(F)(F)F.CCN(C(C)C)C(C)C.CN.C1COCC1, predict the reaction product. The product is: [CH3:35][NH:36][C:7]([C:6]1[S:5][C:4]([C:10]2[CH:11]=[CH:12][C:13]3[N:14]([C:16]([C:19](=[O:34])[NH:20][C:21]4[CH:26]=[C:25]([C:27]5[N:31]=[C:30]([CH3:32])[O:29][N:28]=5)[CH:24]=[CH:23][C:22]=4[CH3:33])=[CH:17][N:18]=3)[CH:15]=2)=[N:3][C:2]=1[CH3:1])=[O:9]. (2) Given the reactants [CH2:1]([N:3]([OH:18])[C:4]([NH:6][C:7]([C:10]1[CH:15]=[C:14]([S:16][CH3:17])[CH:13]=[CH:12][N:11]=1)([CH3:9])[CH3:8])=[O:5])[CH3:2].[Cl:19][C:20]1[CH:25]=[C:24]([C:26]([F:29])([F:28])[F:27])[CH:23]=[C:22](Cl)[N:21]=1.CC(C)([O-])C.[K+].[Cl-].[NH4+], predict the reaction product. The product is: [Cl:19][C:20]1[N:21]=[C:22]([O:18][N:3]([CH2:1][CH3:2])[C:4]([NH:6][C:7]([C:10]2[CH:15]=[C:14]([S:16][CH3:17])[CH:13]=[CH:12][N:11]=2)([CH3:8])[CH3:9])=[O:5])[CH:23]=[C:24]([C:26]([F:29])([F:27])[F:28])[CH:25]=1.